From a dataset of Kir2.1 potassium channel HTS with 301,493 compounds. Binary Classification. Given a drug SMILES string, predict its activity (active/inactive) in a high-throughput screening assay against a specified biological target. (1) The molecule is Fc1cc(NC(=O)CN(C(=O)c2oc(COc3ccccc3)cc2)C)ccc1. The result is 0 (inactive). (2) The result is 0 (inactive). The molecule is S(CC(=O)Nc1cc2CCCc2cc1)c1nc([nH]n1)N. (3) The compound is Brc1cc(CNCc2cc3OCOc3cc2)ccc1OC. The result is 1 (active). (4) The molecule is s1c(CN(Cc2occc2)C(=O)c2oc3c(c2)cccc3)ccc1. The result is 0 (inactive). (5) The molecule is S1C=2N(C(=O)C(N2)(Nc2ncccc2C)C(F)(F)F)CC1. The result is 0 (inactive). (6) The result is 0 (inactive). The compound is O1CCC(CC1)(C(=O)N1CCOCC1)c1cc(OC)c(OC)cc1. (7) The drug is S(=O)(=O)(CC(=O)/N=c1/sc2c(n1CC)c(OC)ccc2)c1ccc(F)cc1. The result is 0 (inactive). (8) The molecule is S(=O)(=O)(N(CC(=O)Nc1cc(F)ccc1)c1ccccc1)N(C)C. The result is 0 (inactive). (9) The drug is O1C(CN(CC1C)C(C)C(=O)Nc1c2c([nH]c1C(OC)=O)cccc2)C. The result is 0 (inactive).